This data is from Forward reaction prediction with 1.9M reactions from USPTO patents (1976-2016). The task is: Predict the product of the given reaction. (1) Given the reactants [CH3:1][O:2][C:3](=[O:13])[C:4]1[CH:9]=[CH:8][C:7]([O:10][CH3:11])=[C:6]([NH2:12])[CH:5]=1.[Cl:14][C:15]1[CH:20]=[C:19]([Cl:21])[CH:18]=[CH:17][C:16]=1[CH2:22][C:23](O)=[O:24].C1N(P(Cl)(N2C(=O)OCC2)=O)C(=O)OC1, predict the reaction product. The product is: [CH3:1][O:2][C:3](=[O:13])[C:4]1[CH:9]=[CH:8][C:7]([O:10][CH3:11])=[C:6]([NH:12][C:23](=[O:24])[CH2:22][C:16]2[CH:17]=[CH:18][C:19]([Cl:21])=[CH:20][C:15]=2[Cl:14])[CH:5]=1. (2) Given the reactants CN(C(ON1N=NC2C=CC=NC1=2)=[N+](C)C)C.F[P-](F)(F)(F)(F)F.[CH3:25][N:26]1[C:38]2[CH2:37][CH2:36][CH:35]([CH:39]3[CH2:44][CH2:43][O:42][CH2:41][CH2:40]3)[CH2:34][C:33]=2[C:32]2[C:27]1=[CH:28][CH:29]=[C:30]([C:45](O)=[O:46])[CH:31]=2.[CH3:48][NH:49][CH2:50][CH2:51][NH:52][CH3:53].C(N(CC)C(C)C)(C)C, predict the reaction product. The product is: [CH3:48][N:49]([CH2:50][CH2:51][NH:52][CH3:53])[C:45]([C:30]1[CH:31]=[C:32]2[C:27](=[CH:28][CH:29]=1)[N:26]([CH3:25])[C:38]1[CH2:37][CH2:36][CH:35]([CH:39]3[CH2:44][CH2:43][O:42][CH2:41][CH2:40]3)[CH2:34][C:33]2=1)=[O:46]. (3) Given the reactants C([N:8](CC1C=CC=CC=1)[C:9]1[CH:18]=[C:17]2[C:12]([CH:13]=[CH:14][CH:15]=[C:16]2[C:19]2[CH2:24][CH2:23][N:22]([CH3:25])[CH2:21][CH:20]=2)=[CH:11][CH:10]=1)C1C=CC=CC=1, predict the reaction product. The product is: [NH2:8][C:9]1[CH:18]=[C:17]2[C:12]([CH:13]=[CH:14][CH:15]=[C:16]2[CH:19]2[CH2:20][CH2:21][N:22]([CH3:25])[CH2:23][CH2:24]2)=[CH:11][CH:10]=1.